Dataset: Catalyst prediction with 721,799 reactions and 888 catalyst types from USPTO. Task: Predict which catalyst facilitates the given reaction. (1) The catalyst class is: 35. Reactant: [OH:1][C:2]1[CH:7]=[CH:6][CH:5]=[CH:4][C:3]=1[CH:8]1[O:12][N:11]=[C:10]([C:13]2[N:14]=[C:15]([CH:18]3[CH2:23][CH2:22][N:21]([C:24]([O:26][C:27]([CH3:30])([CH3:29])[CH3:28])=[O:25])[CH2:20][CH2:19]3)[S:16][CH:17]=2)[CH2:9]1.C(=O)([O-])[O-].[K+].[K+].Br[CH2:38][C:39]#[CH:40].[I-].[K+]. Product: [CH2:40]([O:1][C:2]1[CH:7]=[CH:6][CH:5]=[CH:4][C:3]=1[CH:8]1[O:12][N:11]=[C:10]([C:13]2[N:14]=[C:15]([CH:18]3[CH2:23][CH2:22][N:21]([C:24]([O:26][C:27]([CH3:30])([CH3:29])[CH3:28])=[O:25])[CH2:20][CH2:19]3)[S:16][CH:17]=2)[CH2:9]1)[C:39]#[CH:38]. (2) Reactant: [CH3:1][N:2]([CH3:13])[CH2:3][C:4]1[CH:9]=[CH:8][C:7]([O:10][CH3:11])=[C:6]([OH:12])[CH:5]=1.[CH3:14][I:15]. Product: [I-:15].[CH3:13][N+:2]([CH3:14])([CH3:1])[CH2:3][C:4]1[CH:9]=[CH:8][C:7]([O:10][CH3:11])=[C:6]([OH:12])[CH:5]=1. The catalyst class is: 12. (3) The catalyst class is: 2. Reactant: C(OC([N:8]1[CH2:15][CH:14]2[C:10]([CH3:26])([N:11]([C:16]([O:18][CH2:19][C:20]3[CH:25]=[CH:24][CH:23]=[CH:22][CH:21]=3)=[O:17])[CH2:12][CH2:13]2)[CH2:9]1)=O)(C)(C)C.C(O)(C(F)(F)F)=O. Product: [CH2:19]([O:18][C:16]([N:11]1[CH2:12][CH2:13][CH:14]2[CH2:15][NH:8][CH2:9][C:10]12[CH3:26])=[O:17])[C:20]1[CH:21]=[CH:22][CH:23]=[CH:24][CH:25]=1.